Predict the product of the given reaction. From a dataset of Forward reaction prediction with 1.9M reactions from USPTO patents (1976-2016). (1) The product is: [N:22]1([C:20]2[CH:19]=[CH:18][C:17]([NH:27][C:28]([C:30]3[CH:31]=[C:32]([CH:44]=[CH:45][CH:46]=3)[CH2:33][S:34][CH2:35][CH2:36][C:37]([OH:39])=[O:38])=[O:29])=[C:16]([C:12]3[CH:11]=[C:10]([C:8](=[O:9])[NH:7][CH2:6][C:5]4[CH:47]=[CH:48][CH:49]=[C:3]([C:2]([F:51])([F:1])[F:50])[CH:4]=4)[CH:15]=[CH:14][N:13]=3)[CH:21]=2)[CH2:26][CH2:25][CH2:24][CH2:23]1. Given the reactants [F:1][C:2]([F:51])([F:50])[C:3]1[CH:4]=[C:5]([CH:47]=[CH:48][CH:49]=1)[CH2:6][NH:7][C:8]([C:10]1[CH:15]=[CH:14][N:13]=[C:12]([C:16]2[CH:21]=[C:20]([N:22]3[CH2:26][CH2:25][CH2:24][CH2:23]3)[CH:19]=[CH:18][C:17]=2[NH:27][C:28]([C:30]2[CH:31]=[C:32]([CH:44]=[CH:45][CH:46]=2)[CH2:33][S:34][CH2:35][CH2:36][C:37]([O:39]C(C)(C)C)=[O:38])=[O:29])[CH:11]=1)=[O:9].FC(F)(F)C(O)=O, predict the reaction product. (2) Given the reactants Cl[C:2]1[N:3]=[C:4]([O:11][C:12]2[CH:17]=[CH:16][C:15]([CH2:18][C:19]([O:21]C)=[O:20])=[CH:14][CH:13]=2)[C:5]2[CH2:10][CH2:9][CH2:8][C:6]=2[N:7]=1.[F:23][C:24]1[CH:25]=[C:26](B(O)O)[CH:27]=[C:28]([F:32])[C:29]=1[O:30][CH3:31], predict the reaction product. The product is: [F:23][C:24]1[CH:25]=[C:26]([C:2]2[N:3]=[C:4]([O:11][C:12]3[CH:13]=[CH:14][C:15]([CH2:18][C:19]([OH:21])=[O:20])=[CH:16][CH:17]=3)[C:5]3[CH2:10][CH2:9][CH2:8][C:6]=3[N:7]=2)[CH:27]=[C:28]([F:32])[C:29]=1[O:30][CH3:31].